This data is from Forward reaction prediction with 1.9M reactions from USPTO patents (1976-2016). The task is: Predict the product of the given reaction. (1) Given the reactants [NH4+].[N:2]#[C:3][S-:4].[CH3:5][O:6][C:7]1[CH:8]=[C:9]([CH:11]=[C:12]([O:14][CH3:15])[CH:13]=1)[NH2:10], predict the reaction product. The product is: [CH3:15][O:14][C:12]1[CH:11]=[C:9]([NH:10][C:3]([NH2:2])=[S:4])[CH:8]=[C:7]([O:6][CH3:5])[CH:13]=1. (2) Given the reactants [C:1](=[O:13])([O:6][CH:7]1[CH2:12][CH2:11][CH2:10][CH2:9][CH2:8]1)[O:2][CH:3](Cl)[CH3:4].CCCCCCC.CC(OC)(C)C.[C:27]([O:31][C:32]([NH:34][C@H:35]([CH2:40][C:41]1[CH:46]=[CH:45][C:44]([C:47]2[CH:52]=[C:51]([Cl:53])[CH:50]=[CH:49][C:48]=2[F:54])=[CH:43][CH:42]=1)[CH2:36][C:37]([OH:39])=[O:38])=[O:33])([CH3:30])([CH3:29])[CH3:28].C(=O)([O-])[O-].[Cs+].[Cs+], predict the reaction product. The product is: [C:27]([O:31][C:32]([NH:34][C@H:35]([CH2:40][C:41]1[CH:46]=[CH:45][C:44]([C:47]2[CH:52]=[C:51]([Cl:53])[CH:50]=[CH:49][C:48]=2[F:54])=[CH:43][CH:42]=1)[CH2:36][C:37]([O:39][CH:3]([O:2][C:1]([O:6][CH:7]1[CH2:12][CH2:11][CH2:10][CH2:9][CH2:8]1)=[O:13])[CH3:4])=[O:38])=[O:33])([CH3:30])([CH3:28])[CH3:29]. (3) The product is: [NH2:4][C:5]1[CH:6]=[CH:7][C:8]([N+:16]([O-:18])=[O:17])=[C:9]([N:11]2[CH2:15][CH2:14][CH2:13][CH2:12]2)[CH:10]=1. Given the reactants C([NH:4][C:5]1[CH:6]=[CH:7][C:8]([N+:16]([O-:18])=[O:17])=[C:9]([N:11]2[CH2:15][CH2:14][CH2:13][CH2:12]2)[CH:10]=1)(=O)C.Cl, predict the reaction product. (4) Given the reactants [N+:1]([O-:4])(O)=[O:2].S(=O)(=O)(O)O.[C:10]1([C@H:16]2[CH2:21][CH2:20][C@H:19]([CH2:22][C:23]([O:25][CH3:26])=[O:24])[CH2:18][CH2:17]2)[CH:15]=[CH:14][CH:13]=[CH:12][CH:11]=1.C(N1CCN(C2C=CC(NC(=O)C(OC)=O)=CC=2)CC1)(=O)C, predict the reaction product. The product is: [N+:1]([C:13]1[CH:14]=[CH:15][C:10]([C@H:16]2[CH2:17][CH2:18][C@H:19]([CH2:22][C:23]([O:25][CH3:26])=[O:24])[CH2:20][CH2:21]2)=[CH:11][CH:12]=1)([O-:4])=[O:2]. (5) The product is: [CH:1](=[O:5])[CH:2]([CH3:4])[CH3:3].[OH:6][CH2:7][CH:8]([CH2:10][OH:11])[OH:9]. Given the reactants [CH:1](=[O:5])[CH:2]([CH3:4])[CH3:3].[OH:6][CH2:7][CH:8]([CH2:10][OH:11])[OH:9], predict the reaction product.